Dataset: Forward reaction prediction with 1.9M reactions from USPTO patents (1976-2016). Task: Predict the product of the given reaction. (1) Given the reactants O.Cl.C(=[N:16][CH:17]([CH2:20][C:21]1[CH:26]=[CH:25][N:24]=[CH:23][CH:22]=1)[C:18]#[N:19])(C1C=CC=CC=1)C1C=CC=CC=1, predict the reaction product. The product is: [NH2:16][CH:17]([CH2:20][C:21]1[CH:22]=[CH:23][N:24]=[CH:25][CH:26]=1)[C:18]#[N:19]. (2) The product is: [CH3:20][C:16]1[CH:15]=[C:14]([CH:19]=[CH:18][CH:17]=1)[NH:13][C:6]1[C:5]2[C:10](=[CH:11][CH:12]=[C:3]([CH2:2][S:22][C:23]3[N:24]([CH3:28])[CH:25]=[CH:26][N:27]=3)[CH:4]=2)[N:9]=[CH:8][N:7]=1. Given the reactants Br[CH2:2][C:3]1[CH:4]=[C:5]2[C:10](=[CH:11][CH:12]=1)[N:9]=[CH:8][N:7]=[C:6]2[NH:13][C:14]1[CH:19]=[CH:18][CH:17]=[C:16]([CH3:20])[CH:15]=1.[Na].[SH:22][C:23]1[N:24]([CH3:28])[CH:25]=[CH:26][N:27]=1.SC1N(C)C=CN=1.[O-]CC.[Na+], predict the reaction product. (3) Given the reactants CO[C:3](=[O:8])[CH2:4][C:5](=O)[CH3:6].Br[CH2:10][C:11]([C:13]1[CH:18]=[C:17]([C:19]([F:22])([F:21])[F:20])[CH:16]=[CH:15][C:14]=1[Cl:23])=O.[CH3:24][C:25]1([CH2:30][NH2:31])[CH2:29][CH2:28][CH2:27][O:26]1.[NH2:32][C@@H:33]1[CH2:38][CH2:37][CH2:36][CH2:35][C@H:34]1[OH:39], predict the reaction product. The product is: [OH:39][C@@H:34]1[CH2:35][CH2:36][CH2:37][CH2:38][C@H:33]1[NH:32][C:3]([C:4]1[CH:10]=[C:11]([C:13]2[CH:18]=[C:17]([C:19]([F:22])([F:21])[F:20])[CH:16]=[CH:15][C:14]=2[Cl:23])[N:31]([CH2:30][C@@:25]2([CH3:24])[CH2:29][CH2:28][CH2:27][O:26]2)[C:5]=1[CH3:6])=[O:8]. (4) Given the reactants CC(C)([O-])C.[K+].O1CCCC1.[C:12]([CH2:14]P(=O)(OCC)OCC)#[N:13].[CH3:23][C:24]1([CH3:40])[N:28]([C:29]([O:31][C:32]([CH3:35])([CH3:34])[CH3:33])=[O:30])[C@@H:27]([CH2:36][CH2:37][CH:38]=O)[CH2:26][O:25]1, predict the reaction product. The product is: [C:12]([CH:14]=[CH:38][CH2:37][CH2:36][C@H:27]1[CH2:26][O:25][C:24]([CH3:40])([CH3:23])[N:28]1[C:29]([O:31][C:32]([CH3:35])([CH3:34])[CH3:33])=[O:30])#[N:13]. (5) Given the reactants [C:1]([O:8][CH2:9][CH3:10])(=[O:7])[C:2]([O:4]CC)=O.[O:11]1[CH2:15][CH2:14][CH2:13][CH2:12]1.[NH4+].[Cl-].O.[C:19](OCC)(=[O:21])[CH3:20], predict the reaction product. The product is: [O:21]1[CH2:19][CH2:20][O:11][CH:15]1[CH2:14][CH2:13][CH2:12][C:2](=[O:4])[C:1]([O:8][CH2:9][CH3:10])=[O:7]. (6) Given the reactants Cl[C:2]1[C:12]([C:13]#[N:14])=[CH:11][C:5]([C:6]([O:8][CH2:9][CH3:10])=[O:7])=[C:4]([C:15]([F:21])([F:20])[C:16]([F:19])([F:18])[F:17])[N:3]=1.[CH2:22]([S:29]([NH:32][C:33]([CH:35]1[CH2:38][NH:37][CH2:36]1)=[O:34])(=[O:31])=[O:30])[C:23]1[CH:28]=[CH:27][CH:26]=[CH:25][CH:24]=1, predict the reaction product. The product is: [CH2:22]([S:29]([NH:32][C:33]([CH:35]1[CH2:36][N:37]([C:2]2[C:12]([C:13]#[N:14])=[CH:11][C:5]([C:6]([O:8][CH2:9][CH3:10])=[O:7])=[C:4]([C:15]([F:21])([F:20])[C:16]([F:19])([F:18])[F:17])[N:3]=2)[CH2:38]1)=[O:34])(=[O:30])=[O:31])[C:23]1[CH:24]=[CH:25][CH:26]=[CH:27][CH:28]=1. (7) Given the reactants Br[C:2]1[CH:21]=[CH:20][C:5]([C:6]([NH:8][C:9]2[S:10][C:11]3[CH:17]=[C:16]([O:18][CH3:19])[CH:15]=[CH:14][C:12]=3[N:13]=2)=[O:7])=[CH:4][CH:3]=1.[N:22]1[CH:27]=[CH:26][CH:25]=[C:24]([CH:28]=[O:29])[CH:23]=1.C[Mg]Br, predict the reaction product. The product is: [CH3:19][O:18][C:16]1[CH:15]=[CH:14][C:12]2[N:13]=[C:9]([NH:8][C:6](=[O:7])[C:5]3[CH:20]=[CH:21][C:2]([C:28](=[O:29])[C:24]4[CH:25]=[CH:26][CH:27]=[N:22][CH:23]=4)=[CH:3][CH:4]=3)[S:10][C:11]=2[CH:17]=1. (8) Given the reactants [Cl:1][C:2]1[C:3]([C:17]2[S:21][C:20]([C:22]3([O:26][CH2:27][O:28][CH3:29])[CH2:25][CH2:24][CH2:23]3)=[N:19][CH:18]=2)=[C:4]2[CH:10]=[C:9]([C:11]3[CH:12]=[N:13][N:14]([CH3:16])[CH:15]=3)[NH:8][C:5]2=[N:6][CH:7]=1.[CH2:30]=O.[NH:32]1[CH2:36][CH2:35][CH2:34][CH2:33]1, predict the reaction product. The product is: [Cl:1][C:2]1[C:3]([C:17]2[S:21][C:20]([C:22]3([O:26][CH2:27][O:28][CH3:29])[CH2:25][CH2:24][CH2:23]3)=[N:19][CH:18]=2)=[C:4]2[C:10]([CH2:30][N:32]3[CH2:36][CH2:35][CH2:34][CH2:33]3)=[C:9]([C:11]3[CH:12]=[N:13][N:14]([CH3:16])[CH:15]=3)[NH:8][C:5]2=[N:6][CH:7]=1.